Dataset: NCI-60 drug combinations with 297,098 pairs across 59 cell lines. Task: Regression. Given two drug SMILES strings and cell line genomic features, predict the synergy score measuring deviation from expected non-interaction effect. (1) Drug 1: C1CCC(CC1)NC(=O)N(CCCl)N=O. Drug 2: CC1=C(C(CCC1)(C)C)C=CC(=CC=CC(=CC(=O)O)C)C. Cell line: SNB-75. Synergy scores: CSS=21.7, Synergy_ZIP=-6.31, Synergy_Bliss=1.05, Synergy_Loewe=2.33, Synergy_HSA=2.47. (2) Drug 1: CN(C)C1=NC(=NC(=N1)N(C)C)N(C)C. Synergy scores: CSS=-3.82, Synergy_ZIP=1.92, Synergy_Bliss=-4.05, Synergy_Loewe=-6.40, Synergy_HSA=-7.51. Drug 2: CCN(CC)CCNC(=O)C1=C(NC(=C1C)C=C2C3=C(C=CC(=C3)F)NC2=O)C. Cell line: OVCAR-4. (3) Drug 1: CS(=O)(=O)C1=CC(=C(C=C1)C(=O)NC2=CC(=C(C=C2)Cl)C3=CC=CC=N3)Cl. Drug 2: COC1=NC(=NC2=C1N=CN2C3C(C(C(O3)CO)O)O)N. Cell line: OVCAR-8. Synergy scores: CSS=6.11, Synergy_ZIP=-1.87, Synergy_Bliss=-0.449, Synergy_Loewe=-1.80, Synergy_HSA=-0.881. (4) Synergy scores: CSS=76.2, Synergy_ZIP=-0.0458, Synergy_Bliss=-0.449, Synergy_Loewe=0.289, Synergy_HSA=4.35. Cell line: HCT116. Drug 2: C1=CC(=C(C=C1I)F)NC2=C(C=CC(=C2F)F)C(=O)NOCC(CO)O. Drug 1: C1=CC=C(C=C1)NC(=O)CCCCCCC(=O)NO. (5) Drug 1: C1CN(CCN1C(=O)CCBr)C(=O)CCBr. Drug 2: N.N.Cl[Pt+2]Cl. Cell line: K-562. Synergy scores: CSS=45.8, Synergy_ZIP=0.202, Synergy_Bliss=0.391, Synergy_Loewe=4.46, Synergy_HSA=5.41. (6) Drug 1: C1=CC(=CC=C1CCC2=CNC3=C2C(=O)NC(=N3)N)C(=O)NC(CCC(=O)O)C(=O)O. Drug 2: N.N.Cl[Pt+2]Cl. Cell line: OVCAR-8. Synergy scores: CSS=16.9, Synergy_ZIP=-6.46, Synergy_Bliss=-13.6, Synergy_Loewe=-30.8, Synergy_HSA=-14.1. (7) Drug 1: C1CN(CCN1C(=O)CCBr)C(=O)CCBr. Drug 2: C1=NNC2=C1C(=O)NC=N2. Cell line: ACHN. Synergy scores: CSS=23.3, Synergy_ZIP=2.16, Synergy_Bliss=3.44, Synergy_Loewe=0.136, Synergy_HSA=0.614. (8) Drug 1: CC12CCC3C(C1CCC2=O)CC(=C)C4=CC(=O)C=CC34C. Drug 2: C1CN(CCN1C(=O)CCBr)C(=O)CCBr. Cell line: UACC62. Synergy scores: CSS=41.6, Synergy_ZIP=-6.64, Synergy_Bliss=0.224, Synergy_Loewe=-3.10, Synergy_HSA=1.42. (9) Drug 1: CC1=C(C(=O)C2=C(C1=O)N3CC4C(C3(C2COC(=O)N)OC)N4)N. Drug 2: CC1C(C(CC(O1)OC2CC(CC3=C2C(=C4C(=C3O)C(=O)C5=CC=CC=C5C4=O)O)(C(=O)C)O)N)O. Cell line: SR. Synergy scores: CSS=42.2, Synergy_ZIP=-2.26, Synergy_Bliss=-1.44, Synergy_Loewe=-8.59, Synergy_HSA=-0.165. (10) Drug 1: C1CCC(C1)C(CC#N)N2C=C(C=N2)C3=C4C=CNC4=NC=N3. Drug 2: C1CCC(C(C1)N)N.C(=O)(C(=O)[O-])[O-].[Pt+4]. Cell line: HT29. Synergy scores: CSS=12.1, Synergy_ZIP=-3.10, Synergy_Bliss=0.244, Synergy_Loewe=-22.9, Synergy_HSA=-4.07.